Dataset: Catalyst prediction with 721,799 reactions and 888 catalyst types from USPTO. Task: Predict which catalyst facilitates the given reaction. (1) Reactant: [OH-].[K+].[Cl:3][C:4]1[CH:17]=[C:16]([Cl:18])[CH:15]=[CH:14][C:5]=1[O:6][C@H:7]([CH3:13])[C:8]([O:10]CC)=[O:9].Cl. Product: [Cl:3][C:4]1[CH:17]=[C:16]([Cl:18])[CH:15]=[CH:14][C:5]=1[O:6][C@H:7]([CH3:13])[C:8]([OH:10])=[O:9]. The catalyst class is: 315. (2) Reactant: [Br:1][C:2]1[CH:22]=[CH:21][C:5]2[N:6]([C:17]([CH3:20])([CH3:19])[CH3:18])[C:7]([C:9]3[CH:16]=[CH:15][CH:14]=[CH:13][C:10]=3[C:11]#[N:12])=[N:8][C:4]=2[CH:3]=1.[N-:23]=[N+:24]=[N-:25].[Na+].[NH4+].[Cl-]. Product: [Br:1][C:2]1[CH:22]=[CH:21][C:5]2[N:6]([C:17]([CH3:18])([CH3:19])[CH3:20])[C:7]([C:9]3[CH:16]=[CH:15][CH:14]=[CH:13][C:10]=3[C:11]3[N:23]=[N:24][NH:25][N:12]=3)=[N:8][C:4]=2[CH:3]=1. The catalyst class is: 173.